Dataset: Full USPTO retrosynthesis dataset with 1.9M reactions from patents (1976-2016). Task: Predict the reactants needed to synthesize the given product. (1) Given the product [C:1](=[O:4])([OH:2])[NH2:5].[NH2:5][C:6]1[CH:7]=[CH:8][C:9]2[O:14][C:13]([CH3:15])([CH3:16])[CH:12]=[CH:11][C:10]=2[CH:17]=1, predict the reactants needed to synthesize it. The reactants are: [C:1](=[O:4])([O-])[O-:2].[NH2:5][C:6]1[CH:7]=[CH:8][C:9]2[O:14][C:13]([CH3:16])([CH3:15])[CH:12]=[CH:11][C:10]=2[CH:17]=1.C(N(CC)C(C)C)(C)C. (2) Given the product [OH:22][CH:5]1[CH2:4][O:3][C:2]([CH3:1])([C:8]([O:10][CH2:11][C:12]2[CH:13]=[CH:14][CH:15]=[CH:16][CH:17]=2)=[O:9])[CH2:7][CH2:6]1, predict the reactants needed to synthesize it. The reactants are: [CH3:1][C:2]1([C:8]([O:10][CH2:11][C:12]2[CH:17]=[CH:16][CH:15]=[CH:14][CH:13]=2)=[O:9])[CH2:7][CH2:6][CH:5]=[CH:4][O:3]1.B.C1C[O:22]CC1.C([O-])(=O)C.[Na+].OO. (3) Given the product [F:16][C:13]1[CH:14]=[CH:15][C:10]([CH:2]2[CH2:3][CH2:4][CH2:5][CH2:6][CH2:7][C:1]2=[O:8])=[CH:11][CH:12]=1, predict the reactants needed to synthesize it. The reactants are: [C:1]1(=[O:8])[CH2:7][CH2:6][CH2:5][CH2:4][CH2:3][CH2:2]1.Br[C:10]1[CH:15]=[CH:14][C:13]([F:16])=[CH:12][CH:11]=1.CC(C)([O-])C.[Na+]. (4) Given the product [C:9]([C:8]1[CH:11]=[CH:12][C:5]([N:4]([CH2:3][C:2]([F:17])([F:18])[F:1])[C@H:20]([C:21]([O:23][CH3:24])=[O:22])[CH3:25])=[CH:6][C:7]=1[C:13]([F:16])([F:14])[F:15])#[N:10], predict the reactants needed to synthesize it. The reactants are: [F:1][C:2]([F:18])([F:17])[CH2:3][NH:4][C:5]1[CH:12]=[CH:11][C:8]([C:9]#[N:10])=[C:7]([C:13]([F:16])([F:15])[F:14])[CH:6]=1.Br[CH:20]([CH3:25])[C:21]([O:23][CH3:24])=[O:22]. (5) Given the product [Br:1][C:2]1[C:7]([CH3:8])=[CH:6][C:5]([NH2:9])=[C:4]([C:13]2[N:17]([CH:18]3[CH2:23][CH2:22][O:21][CH2:20][CH2:19]3)[N:16]=[CH:15][CH:14]=2)[CH:3]=1, predict the reactants needed to synthesize it. The reactants are: [Br:1][C:2]1[C:7]([CH3:8])=[CH:6][C:5]([NH:9]C(=O)C)=[C:4]([C:13]2[N:17]([CH:18]3[CH2:23][CH2:22][O:21][CH2:20][CH2:19]3)[N:16]=[CH:15][CH:14]=2)[CH:3]=1.Cl.C(=O)([O-])O.[Na+].[OH-].[Na+]. (6) Given the product [F:14][C:15]1[N:16]=[CH:17][C:18]([C:19]2[O:1][N:2]=[C:3]([C:5]3[CH:6]=[CH:7][C:8]4[N:9]([CH:11]=[CH:12][N:13]=4)[CH:10]=3)[N:4]=2)=[CH:22][CH:23]=1, predict the reactants needed to synthesize it. The reactants are: [OH:1][N:2]=[C:3]([C:5]1[CH:6]=[CH:7][C:8]2[N:9]([CH:11]=[CH:12][N:13]=2)[CH:10]=1)[NH2:4].[F:14][C:15]1[CH:23]=[CH:22][C:18]([C:19](O)=O)=[CH:17][N:16]=1.N. (7) The reactants are: [F:1][C:2]([F:10])(S(F)(=O)=O)C(O)=O.[OH:11][C:12]1[N:17]=[C:16]([CH:18]2[CH2:22][CH2:21][N:20]([CH2:23][CH2:24][C:25]3[C:26]([N:31]4[CH2:36][CH2:35][CH2:34][CH2:33][C:32]4=[O:37])=[N:27][CH:28]=[CH:29][CH:30]=3)[CH2:19]2)[CH:15]=[CH:14][CH:13]=1.S([O-])([O-])(=O)=O.[Na+].[Na+].O. Given the product [F:1][CH:2]([F:10])[O:11][C:12]1[N:17]=[C:16]([CH:18]2[CH2:22][CH2:21][N:20]([CH2:23][CH2:24][C:25]3[C:26]([N:31]4[CH2:36][CH2:35][CH2:34][CH2:33][C:32]4=[O:37])=[N:27][CH:28]=[CH:29][CH:30]=3)[CH2:19]2)[CH:15]=[CH:14][CH:13]=1, predict the reactants needed to synthesize it.